Predict the product of the given reaction. From a dataset of Forward reaction prediction with 1.9M reactions from USPTO patents (1976-2016). (1) The product is: [CH:22]1([O:1][C:2]2[CH:9]=[CH:8][C:5]([CH:6]=[O:7])=[CH:4][CH:3]=2)[CH2:24][CH2:23]1. Given the reactants [OH:1][C:2]1[CH:9]=[CH:8][C:5]([CH:6]=[O:7])=[CH:4][CH:3]=1.C(=O)([O-])[O-].[K+].[K+].CN(C)C=O.Br[CH:22]1[CH2:24][CH2:23]1, predict the reaction product. (2) Given the reactants [CH3:1][C:2]1[N:7]=[CH:6][C:5]([CH2:8][OH:9])=[C:4]([CH2:10][OH:11])[C:3]=1[OH:12].Cl, predict the reaction product. The product is: [CH3:1][C:2]1[N:7]=[CH:6][C:5]([CH2:8][OH:9])=[C:4]([CH2:10][OH:11])[C:3]=1[OH:12]. (3) Given the reactants [CH3:1][CH2:2][CH2:3][CH2:4][C:5]1[O:13][C:12]2[CH:11]=[CH:10][C:9]([NH:14][S:15]([CH3:18])(=[O:17])=[O:16])=[CH:8][C:7]=2[C:6]=1[C:19]([C:21]1[CH:22]=[CH:23][C:24]([O:27][CH2:28][CH2:29][CH2:30][N:31]([CH2:36][CH2:37][CH2:38][CH3:39])[CH2:32][CH2:33][CH2:34][CH3:35])=[CH:25][CH:26]=1)=[O:20].Cl, predict the reaction product. The product is: [CH3:1][CH2:2][CH2:3][CH2:4][C:5]1[O:13][C:12]2[CH:11]=[CH:10][C:9]([NH:14][S:15]([CH3:18])(=[O:17])=[O:16])=[CH:8][C:7]=2[C:6]=1[C:19]([C:21]1[CH:22]=[CH:23][C:24]([O:27][CH2:28][CH2:29][CH2:30][N:31]([CH2:36][CH2:37][CH2:38][CH3:39])[CH2:32][CH2:33][CH2:34][CH3:35])=[CH:25][CH:26]=1)=[O:20]. (4) Given the reactants [NH2:1][CH:2]([C:10]1[C:15]([O:16][CH3:17])=[CH:14][CH:13]=[CH:12][C:11]=1[O:18][CH3:19])[CH2:3][CH2:4][CH2:5][C:6]([O:8]C)=O.[N:20]1([C:26]2[CH:27]=[C:28]([CH:31]=[CH:32][CH:33]=2)[CH:29]=O)[CH2:25][CH2:24][CH2:23][CH2:22][CH2:21]1, predict the reaction product. The product is: [CH3:19][O:18][C:11]1[CH:12]=[CH:13][CH:14]=[C:15]([O:16][CH3:17])[C:10]=1[CH:2]1[N:1]([CH2:29][C:28]2[CH:31]=[CH:32][CH:33]=[C:26]([N:20]3[CH2:25][CH2:24][CH2:23][CH2:22][CH2:21]3)[CH:27]=2)[C:6](=[O:8])[CH2:5][CH2:4][CH2:3]1. (5) Given the reactants [C:1]([N:9]1[CH2:22][CH2:21][C:20]2[C:19]3[CH:18]=[C:17](Br)[CH:16]=[CH:15][C:14]=3[NH:13][C:12]=2[CH2:11][CH2:10]1)(=[O:8])[C:2]1[CH:7]=[CH:6][CH:5]=[CH:4][CH:3]=1.CO[C:26]1[CH:31]=[CH:30][C:29](B(O)O)=[CH:28][CH:27]=1.CCOC(C)=O.CCCCCCC, predict the reaction product. The product is: [C:1]([N:9]1[CH2:22][CH2:21][C:20]2[C:19]3[CH:18]=[C:17]([C:26]4[CH:31]=[CH:30][CH:29]=[CH:28][CH:27]=4)[CH:16]=[CH:15][C:14]=3[NH:13][C:12]=2[CH2:11][CH2:10]1)(=[O:8])[C:2]1[CH:7]=[CH:6][CH:5]=[CH:4][CH:3]=1. (6) Given the reactants [S:1](=[O:33])(=[O:32])([O:3][CH2:4][C@@H:5]1[CH2:9][C@@H:8]([N:10]2[C:14]3[N:15]=[CH:16][N:17]=[C:18]([NH:19][CH2:20][CH:21]4[CH2:23][CH2:22]4)[C:13]=3[CH:12]=[CH:11]2)[CH2:7][C@@H:6]1[O:24][Si](C(C)(C)C)(C)C)[NH2:2], predict the reaction product. The product is: [S:1](=[O:32])(=[O:33])([O:3][CH2:4][C@@H:5]1[CH2:9][C@@H:8]([N:10]2[C:14]3[N:15]=[CH:16][N:17]=[C:18]([NH:19][CH2:20][CH:21]4[CH2:22][CH2:23]4)[C:13]=3[CH:12]=[CH:11]2)[CH2:7][C@@H:6]1[OH:24])[NH2:2]. (7) Given the reactants [Br:1][C:2]1[CH:3]=[CH:4][C:5]2[O:11][CH2:10][CH:9]3[CH2:12][N:13](C(OC(C)(C)C)=O)[CH2:14][CH2:15][N:8]3[CH2:7][C:6]=2[CH:23]=1.C(OCC)(=O)C.[ClH:30], predict the reaction product. The product is: [ClH:30].[ClH:30].[Br:1][C:2]1[CH:3]=[CH:4][C:5]2[O:11][CH2:10][CH:9]3[CH2:12][NH:13][CH2:14][CH2:15][N:8]3[CH2:7][C:6]=2[CH:23]=1.